This data is from Forward reaction prediction with 1.9M reactions from USPTO patents (1976-2016). The task is: Predict the product of the given reaction. (1) Given the reactants [C:1]([C:3]([CH3:11])([CH2:9][OH:10])[C:4]([O:6][CH2:7][CH3:8])=[O:5])#[N:2].Cl, predict the reaction product. The product is: [NH2:2][CH2:1][C:3]([CH3:11])([CH2:9][OH:10])[C:4]([O:6][CH2:7][CH3:8])=[O:5]. (2) Given the reactants CO.C([O:6][C@H:7]1[CH2:24][CH2:23][C@@:22]2([CH3:25])[C:9](=[CH:10][C@H:11]([OH:27])[C@@H:12]3[C@@H:21]2[CH2:20][CH2:19][C@@:17]2([CH3:18])[C@H:13]3[CH2:14][CH2:15][C:16]2=[O:26])[CH2:8]1)(=O)C.C([O-])([O-])=O.[Na+].[Na+], predict the reaction product. The product is: [CH3:18][C@:17]12[CH2:19][CH2:20][C@H:21]3[C@@H:12]([C@@H:11]([OH:27])[CH:10]=[C:9]4[C@:22]3([CH3:25])[CH2:23][CH2:24][C@H:7]([OH:6])[CH2:8]4)[C@@H:13]1[CH2:14][CH2:15][C:16]2=[O:26]. (3) Given the reactants Cl[P:2]1(Cl)[N:7]=[P:6](Cl)(Cl)[N:5]=[P:4](Cl)(Cl)[N:3]=1.[C:13]1([CH3:19])[CH:18]=CC=C[CH:14]=1, predict the reaction product. The product is: [CH2:14]([P:2]1([CH2:19][C:13](=[CH2:14])[CH3:18])[N:7]=[P:6]([CH2:14][C:13](=[CH2:19])[CH3:18])([CH2:14][C:13](=[CH2:19])[CH3:18])[N:5]=[P:4]([CH2:18][C:13](=[CH2:14])[CH3:19])([CH2:14][C:13](=[CH2:19])[CH3:18])[N:3]=1)[C:13](=[CH2:19])[CH3:18]. (4) Given the reactants [Cl:1][C:2]1[CH:7]=[CH:6][N:5]=[C:4]2[NH:8][CH:9]=[CH:10][C:3]=12.[C:11]1([S:17](Cl)(=[O:19])=[O:18])[CH:16]=[CH:15][CH:14]=[CH:13][CH:12]=1.C(N(CC)CC)C, predict the reaction product. The product is: [Cl:1][C:2]1[CH:7]=[CH:6][N:5]=[C:4]2[N:8]([S:17]([C:11]3[CH:16]=[CH:15][CH:14]=[CH:13][CH:12]=3)(=[O:19])=[O:18])[CH:9]=[CH:10][C:3]=12. (5) Given the reactants [C:1]([NH:7][C:8]1[NH:9][C:10](=O)[C:11]2[CH:17]=[C:16]([C:18]3[CH:23]=[CH:22][C:21]([F:24])=[CH:20][CH:19]=3)[CH:15]=[N:14][C:12]=2[N:13]=1)(=[O:6])[C:2]([CH3:5])([CH3:4])[CH3:3].[NH:26]1[CH:30]=[N:29][CH:28]=[N:27]1.C(N(CC)CC)C.O=P(Cl)(Cl)Cl, predict the reaction product. The product is: [C:1]([NH:7][C:8]1[N:9]=[C:10]([C:30]2[N:29]=[CH:28][NH:27][N:26]=2)[C:11]2[CH:17]=[C:16]([C:18]3[CH:23]=[CH:22][C:21]([F:24])=[CH:20][CH:19]=3)[CH:15]=[N:14][C:12]=2[N:13]=1)(=[O:6])[C:2]([CH3:5])([CH3:4])[CH3:3]. (6) Given the reactants [Cl-].[CH3:2][Zn+].Br[C:5]1[C:6]([N:23]2[CH2:28][CH2:27][N:26]([C:29]([O:31][C:32]([CH3:35])([CH3:34])[CH3:33])=[O:30])[CH2:25][CH2:24]2)=[C:7]2[CH:13]=[N:12][N:11]([CH2:14][C:15]3[CH:20]=[CH:19][C:18]([O:21][CH3:22])=[CH:17][CH:16]=3)[C:8]2=[N:9][CH:10]=1.[NH4+].[Cl-], predict the reaction product. The product is: [CH3:22][O:21][C:18]1[CH:17]=[CH:16][C:15]([CH2:14][N:11]2[C:8]3=[N:9][CH:10]=[C:5]([CH3:2])[C:6]([N:23]4[CH2:28][CH2:27][N:26]([C:29]([O:31][C:32]([CH3:33])([CH3:35])[CH3:34])=[O:30])[CH2:25][CH2:24]4)=[C:7]3[CH:13]=[N:12]2)=[CH:20][CH:19]=1. (7) The product is: [Cl:12][C:5]1[C:6]([NH:8][CH:9]2[CH2:11][CH2:10]2)=[N:7][C:2]([NH:22][C:21]2[CH:23]=[CH:24][CH:25]=[C:19]([CH:14]3[O:13][CH2:18][CH2:17][CH2:16][O:15]3)[CH:20]=2)=[N:3][CH:4]=1. Given the reactants Cl[C:2]1[N:7]=[C:6]([NH:8][CH:9]2[CH2:11][CH2:10]2)[C:5]([Cl:12])=[CH:4][N:3]=1.[O:13]1[CH2:18][CH2:17][CH2:16][O:15][CH:14]1[C:19]1[CH:20]=[C:21]([CH:23]=[CH:24][CH:25]=1)[NH2:22].C1(C)C=CC(S(O)(=O)=O)=CC=1, predict the reaction product. (8) Given the reactants C[C:2]([C:4]1[C:13](=O)[N:12]([CH3:15])[C:11]2[N:10]=[C:9](C3C=CC(Cl)=CC=3Cl)[C:8](C3C=CC(Cl)=CC=3)=[CH:7][C:6]=2[C:5]=1NC(C)=O)=[O:3].CC1(C)C(C)(C)OB([C:43]2[CH:48]=[CH:47][C:46]([C@@H:49]3[CH2:51][C@H:50]3[C:52]([OH:54])=[O:53])=[CH:45][CH:44]=2)O1.C([O-])([O-])=[O:57].[Na+].[Na+].C1C=CC(P([C:75]2[CH:80]=[CH:79][CH:78]=[CH:77]C=2)C2C=CC=CC=2)=CC=1.[CH2:81](O)[CH2:82]C.C[N:86]([CH:88]=O)C, predict the reaction product. The product is: [CH:88]1([NH:86][C:2]([C:4]2[C:5](=[O:57])[C:6]3[C:11](=[N:10][CH:9]=[CH:8][CH:7]=3)[N:12]([C:15]3[CH:75]=[C:80]([C:43]4[CH:44]=[CH:45][C:46]([C@@H:49]5[CH2:51][C@H:50]5[C:52]([OH:54])=[O:53])=[CH:47][CH:48]=4)[CH:79]=[CH:78][CH:77]=3)[CH:13]=2)=[O:3])[CH2:82][CH2:81]1.